Dataset: Full USPTO retrosynthesis dataset with 1.9M reactions from patents (1976-2016). Task: Predict the reactants needed to synthesize the given product. (1) Given the product [CH3:1][O:2][C:3]([C:5]1[N:6]([CH2:23][C:24]2[CH:25]=[CH:26][C:27]3[O:31][CH2:30][CH2:29][C:28]=3[CH:32]=2)[C:7](=[O:22])[C:8]2[C:13]([C:14]=1[C:15]1[CH:20]=[CH:19][CH:18]=[CH:17][CH:16]=1)=[CH:12][C:11]([CH3:33])=[CH:10][CH:9]=2)=[O:4], predict the reactants needed to synthesize it. The reactants are: [CH3:1][O:2][C:3]([C:5]1[N:6]([CH2:23][C:24]2[CH:25]=[CH:26][C:27]3[O:31][CH2:30][CH2:29][C:28]=3[CH:32]=2)[C:7](=[O:22])[C:8]2[C:13]([C:14]=1[C:15]1[CH:20]=[CH:19][CH:18]=[CH:17][CH:16]=1)=[CH:12][C:11](Br)=[CH:10][CH:9]=2)=[O:4].[CH3:33]B(O)O.C(=O)([O-])[O-].[K+].[K+].C1(C)C=CC=CC=1. (2) Given the product [CH:13]1([C:17]([C:2]2[CH:12]=[CH:11][C:5]([C:6]([O:8][CH2:9][CH3:10])=[O:7])=[CH:4][CH:3]=2)=[O:18])[CH2:16][CH2:15][CH2:14]1, predict the reactants needed to synthesize it. The reactants are: I[C:2]1[CH:12]=[CH:11][C:5]([C:6]([O:8][CH2:9][CH3:10])=[O:7])=[CH:4][CH:3]=1.[CH:13]1([CH:17]=[O:18])[CH2:16][CH2:15][CH2:14]1.